From a dataset of Reaction yield outcomes from USPTO patents with 853,638 reactions. Predict the reaction yield, written as a fraction of the theoretical maximum amount of product (1.0 means a 100% yield; for example, 0.34 means a 34% yield). (1) The yield is 0.780. The catalyst is O1CCCC1. The reactants are [N:1]1[CH:6]=[CH:5][CH:4]=[CH:3][C:2]=1[CH2:7][CH2:8]O.C1(P(C2C=CC=CC=2)C2C=CC=CC=2)C=CC=CC=1.C(Br)(Br)(Br)[Br:30].C(OCC)C. The product is [Br:30][CH2:8][CH2:7][C:2]1[CH:3]=[CH:4][CH:5]=[CH:6][N:1]=1. (2) The reactants are [CH3:1][S:2]([NH2:5])(=[O:4])=[O:3].[H-].[Na+].[CH:8]1([CH2:11][N:12]2[CH:17]=[C:16]([C:18]3[C:23]([O:24][C:25]4[CH:30]=[CH:29][C:28]([F:31])=[CH:27][C:26]=4[F:32])=[CH:22][N:21]=[C:20](S(C)(=O)=O)[N:19]=3)[CH:15]=[C:14]([CH3:37])[C:13]2=[O:38])[CH2:10][CH2:9]1. The catalyst is CN(C=O)C. The product is [CH:8]1([CH2:11][N:12]2[C:13](=[O:38])[C:14]([CH3:37])=[CH:15][C:16]([C:18]3[C:23]([O:24][C:25]4[CH:30]=[CH:29][C:28]([F:31])=[CH:27][C:26]=4[F:32])=[CH:22][N:21]=[C:20]([NH:5][S:2]([CH3:1])(=[O:4])=[O:3])[N:19]=3)=[CH:17]2)[CH2:10][CH2:9]1. The yield is 0.544. (3) The reactants are [Br:1][C:2]1[CH:3]=[N:4][N:5]2[CH:10]=[CH:9][C:8]([CH:11](Br)[CH3:12])=[CH:7][C:6]=12.[CH3:14][NH:15][C:16]1[CH:21]=[CH:20][C:19]([CH3:22])=[CH:18][N:17]=1.C([O-])([O-])=O.[K+].[K+].O. The catalyst is C(#N)C. The product is [Br:1][C:2]1[CH:3]=[N:4][N:5]2[CH:10]=[CH:9][C:8]([CH:11]([N:15]([CH3:14])[C:16]3[CH:21]=[CH:20][C:19]([CH3:22])=[CH:18][N:17]=3)[CH3:12])=[CH:7][C:6]=12. The yield is 0.460. (4) The reactants are [CH:1]1[C:10]2[C:5](=[CH:6][CH:7]=[CH:8][CH:9]=2)[CH:4]=[CH:3][C:2]=1[C:11]1[CH:16]=[CH:15][N:14]=[C:13]([N:17]2[CH2:21][CH2:20][C@H:19]([NH2:22])[CH2:18]2)[N:12]=1.C1C2C(=CC=CC=2)C=CC=1C1C=CN=C(N2CCC(N)C2)N=1.C(N(C(C)C)CC)(C)C.[C:54](Cl)(=[O:56])[CH3:55]. The catalyst is CN1CCCC1.O. The product is [CH:1]1[C:10]2[C:5](=[CH:6][CH:7]=[CH:8][CH:9]=2)[CH:4]=[CH:3][C:2]=1[C:11]1[CH:16]=[CH:15][N:14]=[C:13]([N:17]2[CH2:21][CH2:20][C@H:19]([NH:22][C:54](=[O:56])[CH3:55])[CH2:18]2)[N:12]=1. The yield is 0.610.